Dataset: Forward reaction prediction with 1.9M reactions from USPTO patents (1976-2016). Task: Predict the product of the given reaction. (1) Given the reactants [CH3:1][C:2]1[CH:3]=[CH:4][C:5]([O:8][C:9]2[CH:10]=[C:11]([CH2:15]O)[CH:12]=[CH:13][CH:14]=2)=[N:6][CH:7]=1.S(Cl)([Cl:19])=O.C(=O)(O)[O-].[Na+], predict the reaction product. The product is: [Cl:19][CH2:15][C:11]1[CH:10]=[C:9]([CH:14]=[CH:13][CH:12]=1)[O:8][C:5]1[CH:4]=[CH:3][C:2]([CH3:1])=[CH:7][N:6]=1. (2) Given the reactants C1(P(C2C=CC=CC=2)C2C=CC=CC=2)C=CC=CC=1.[O:20]1[CH2:25][CH2:24][O:23][C:22]2[CH:26]=[C:27]([C:30]3[C:31]([CH3:38])=[C:32]([CH2:36][OH:37])[CH:33]=[CH:34][CH:35]=3)[CH:28]=[CH:29][C:21]1=2.[Br:39][C:40]1[C:41](O)=[CH:42][C:43]([OH:48])=[C:44]([CH:47]=1)[CH:45]=[O:46].N(C(OC(C)C)=O)=NC(OC(C)C)=O, predict the reaction product. The product is: [Br:39][C:40]1[C:41]([O:37][CH2:36][C:32]2[CH:33]=[CH:34][CH:35]=[C:30]([C:27]3[CH:28]=[CH:29][C:21]4[O:20][CH2:25][CH2:24][O:23][C:22]=4[CH:26]=3)[C:31]=2[CH3:38])=[CH:42][C:43]([OH:48])=[C:44]([CH:47]=1)[CH:45]=[O:46]. (3) Given the reactants [S:1]1[C:5]2[CH:6]=[CH:7][CH:8]=[CH:9][C:4]=2[N:3]=[C:2]1[NH:10][C:11]([C:13]1[CH:14]=[CH:15][CH:16]=[C:17]2[C:22]=1[CH2:21][N:20]([C:23]1[N:28]=[C:27]([C:29]([O:31][C:32]([CH3:35])([CH3:34])[CH3:33])=[O:30])[C:26](Br)=[CH:25][CH:24]=1)[CH2:19][CH2:18]2)=[O:12].[CH3:37][C:38]1([CH3:45])[C:42]([CH3:44])([CH3:43])[O:41][BH:40][O:39]1, predict the reaction product. The product is: [S:1]1[C:5]2[CH:6]=[CH:7][CH:8]=[CH:9][C:4]=2[N:3]=[C:2]1[NH:10][C:11]([C:13]1[CH:14]=[CH:15][CH:16]=[C:17]2[C:22]=1[CH2:21][N:20]([C:23]1[N:28]=[C:27]([C:29]([O:31][C:32]([CH3:35])([CH3:34])[CH3:33])=[O:30])[C:26]([B:40]3[O:41][C:42]([CH3:44])([CH3:43])[C:38]([CH3:45])([CH3:37])[O:39]3)=[CH:25][CH:24]=1)[CH2:19][CH2:18]2)=[O:12]. (4) Given the reactants [NH2:1][C:2]1[CH:7]=[C:6]([NH:8][CH:9]2[CH2:11][CH2:10]2)[N:5]2[N:12]=[CH:13][C:14]([CH:15]=[O:16])=[C:4]2[N:3]=1.[CH:17]1([C:20](Cl)=[O:21])[CH2:19][CH2:18]1.CCN(C(C)C)C(C)C, predict the reaction product. The product is: [CH:9]1([NH:8][C:6]2[N:5]3[N:12]=[CH:13][C:14]([CH:15]=[O:16])=[C:4]3[N:3]=[C:2]([NH:1][C:20]([CH:17]3[CH2:19][CH2:18]3)=[O:21])[CH:7]=2)[CH2:11][CH2:10]1.